Task: Predict the product of the given reaction.. Dataset: Forward reaction prediction with 1.9M reactions from USPTO patents (1976-2016) (1) Given the reactants [CH3:1][O:2][C:3]1[CH:4]=[C:5]2[C:9](=[CH:10][CH:11]=1)[C:8](=[O:12])[CH2:7][CH2:6]2.[Al].[Br:14]N1C(=O)CCC1=O, predict the reaction product. The product is: [Br:14][C:4]1[C:3]([O:2][CH3:1])=[CH:11][CH:10]=[C:9]2[C:5]=1[CH2:6][CH2:7][C:8]2=[O:12]. (2) Given the reactants [C:1]([NH2:10])(=[O:9])[C:2]1[C:3](=[CH:5][CH:6]=[CH:7][CH:8]=1)[NH2:4].[CH:11]([C:13]1[CH:23]=[CH:22][C:16]([O:17][CH2:18][C:19]([NH2:21])=[O:20])=[CH:15][CH:14]=1)=O.COC1C=C(OC)C=C2C=1C(=O)NC(C1C=CC=CN=1)=N2, predict the reaction product. The product is: [O:9]=[C:1]1[C:2]2[C:3](=[CH:5][CH:6]=[CH:7][CH:8]=2)[N:4]=[C:11]([C:13]2[CH:23]=[CH:22][C:16]([O:17][CH2:18][C:19]([NH2:21])=[O:20])=[CH:15][CH:14]=2)[NH:10]1. (3) Given the reactants [CH2:1]([O:8][C:9]1[CH:27]=[CH:26][C:12]([CH2:13][CH2:14][NH:15][C:16]([C:18]2[C:19](Cl)=[N:20][C:21]([Cl:24])=[N:22][CH:23]=2)=[O:17])=[CH:11][CH:10]=1)[C:2]1[CH:7]=[CH:6][CH:5]=[CH:4][CH:3]=1.[CH:28]1([NH2:34])[CH2:33][CH2:32][CH2:31][CH2:30][CH2:29]1, predict the reaction product. The product is: [CH2:1]([O:8][C:9]1[CH:27]=[CH:26][C:12]([CH2:13][CH2:14][NH:15][C:16]([C:18]2[C:19]([NH:34][CH:28]3[CH2:33][CH2:32][CH2:31][CH2:30][CH2:29]3)=[N:20][C:21]([Cl:24])=[N:22][CH:23]=2)=[O:17])=[CH:11][CH:10]=1)[C:2]1[CH:7]=[CH:6][CH:5]=[CH:4][CH:3]=1. (4) Given the reactants [I:1]Cl.[O:3]1[C:7]2[CH:8]=[CH:9][C:10]([S:12]([Cl:15])(=[O:14])=[O:13])=[CH:11][C:6]=2[CH2:5][CH2:4]1.C(#N)C, predict the reaction product. The product is: [I:1][C:8]1[C:7]2[O:3][CH2:4][CH2:5][C:6]=2[CH:11]=[C:10]([S:12]([Cl:15])(=[O:13])=[O:14])[CH:9]=1. (5) Given the reactants [CH3:1][O:2][C:3]1[CH:4]=[C:5]([CH:9]=[C:10]([O:14][CH3:15])[C:11]=1[O:12][CH3:13])[C:6](Cl)=[O:7].[C:16]1([N:22]2[C:26]3([CH2:31][CH2:30][NH:29][CH2:28][CH2:27]3)[C:25](=[O:32])[NH:24][CH2:23]2)[CH:21]=[CH:20][CH:19]=[CH:18][CH:17]=1, predict the reaction product. The product is: [C:16]1([N:22]2[C:26]3([CH2:27][CH2:28][N:29]([C:6](=[O:7])[C:5]4[CH:4]=[C:3]([O:2][CH3:1])[C:11]([O:12][CH3:13])=[C:10]([O:14][CH3:15])[CH:9]=4)[CH2:30][CH2:31]3)[C:25](=[O:32])[NH:24][CH2:23]2)[CH:17]=[CH:18][CH:19]=[CH:20][CH:21]=1. (6) Given the reactants [N:1]([CH:4]1[N:10]=[C:9]([C:11]2[CH:12]=[N:13][CH:14]=[CH:15][CH:16]=2)[C:8]2[CH:17]=[C:18]([Cl:21])[CH:19]=[CH:20][C:7]=2[N:6]([CH3:22])[C:5]1=[O:23])=[N+]=[N-].C1C=CC(P(C2C=CC=CC=2)C2C=CC=CC=2)=CC=1, predict the reaction product. The product is: [NH2:1][CH:4]1[N:10]=[C:9]([C:11]2[CH:12]=[N:13][CH:14]=[CH:15][CH:16]=2)[C:8]2[CH:17]=[C:18]([Cl:21])[CH:19]=[CH:20][C:7]=2[N:6]([CH3:22])[C:5]1=[O:23].